From a dataset of Forward reaction prediction with 1.9M reactions from USPTO patents (1976-2016). Predict the product of the given reaction. (1) Given the reactants [CH3:1][C:2]1[S:3][CH:4]=[C:5]([CH:7]([C:13]([CH3:15])=O)[C:8](OCC)=[O:9])[N:6]=1.[N:16]1[C:20]2[CH:21]=[CH:22][CH:23]=[CH:24][C:19]=2[NH:18][C:17]=1[CH2:25][C:26]#[N:27].C([O-])(=O)C.[NH4+], predict the reaction product. The product is: [CH3:15][C:13]1[C:25]([C:26]#[N:27])=[C:17]2[N:18]([C:8](=[O:9])[C:7]=1[C:5]1[N:6]=[C:2]([CH3:1])[S:3][CH:4]=1)[C:19]1[CH:24]=[CH:23][CH:22]=[CH:21][C:20]=1[NH:16]2. (2) Given the reactants C([O:8][C:9]1[CH:14]=[C:13]([O:15]CC2C=CC=CC=2)[CH:12]=[CH:11][C:10]=1[CH:23]1[CH2:28][CH2:27][N:26]([C:29]([C:31]2[CH:36]=[CH:35][CH:34]=[CH:33][CH:32]=2)=[O:30])[CH2:25][CH2:24]1)C1C=CC=CC=1, predict the reaction product. The product is: [OH:8][C:9]1[CH:14]=[C:13]([OH:15])[CH:12]=[CH:11][C:10]=1[CH:23]1[CH2:24][CH2:25][N:26]([C:29]([C:31]2[CH:32]=[CH:33][CH:34]=[CH:35][CH:36]=2)=[O:30])[CH2:27][CH2:28]1. (3) Given the reactants [CH2:1]([O:3][C:4](=[O:20])[CH:5]([O:16][CH:17]([CH3:19])[CH3:18])[CH2:6][C:7]1[CH:12]=[CH:11][C:10]([OH:13])=[C:9]([O:14][CH3:15])[CH:8]=1)[CH3:2].C(OC(=O)COC(C)C)C.C(OC1C=CC(C=O)=CC=1OC)C1C=CC=CC=1.[CH3:49][C:50]1[S:54][C:53]([C:55]2[CH:60]=[CH:59][C:58]([CH3:61])=[CH:57][CH:56]=2)=[N:52][C:51]=1[CH2:62][CH2:63]O.COC(=O)CC(=O)C(Br)C.CC1C=CC(C(N)=S)=CC=1.C1(P(C2C=CC=CC=2)C2C=CC=CC=2)C=CC=CC=1.N(C(OCC)=O)=NC(OCC)=O, predict the reaction product. The product is: [CH2:1]([O:3][C:4](=[O:20])[CH:5]([O:16][CH:17]([CH3:19])[CH3:18])[CH2:6][C:7]1[CH:12]=[CH:11][C:10]([O:13][CH2:63][CH2:62][C:51]2[N:52]=[C:53]([C:55]3[CH:56]=[CH:57][C:58]([CH3:61])=[CH:59][CH:60]=3)[S:54][C:50]=2[CH3:49])=[C:9]([O:14][CH3:15])[CH:8]=1)[CH3:2]. (4) The product is: [Cl:1][C:2]1[CH:3]=[C:4]([CH:10]=[CH:11][CH:12]=1)[O:5][CH2:6][C:7]([N:33]1[CH2:32][CH2:31][C:30]2[C:35](=[CH:36][C:27]([C:25]3[CH:26]=[C:21]([N:18]4[CH2:17][CH2:16][N:15]([CH3:14])[CH2:20][CH2:19]4)[N:22]=[C:23]([NH2:37])[N:24]=3)=[CH:28][CH:29]=2)[CH2:34]1)=[O:8]. Given the reactants [Cl:1][C:2]1[CH:3]=[C:4]([CH:10]=[CH:11][CH:12]=1)[O:5][CH2:6][C:7](Cl)=[O:8].Cl.[CH3:14][N:15]1[CH2:20][CH2:19][N:18]([C:21]2[CH:26]=[C:25]([C:27]3[CH:36]=[C:35]4[C:30]([CH2:31][CH2:32][NH:33][CH2:34]4)=[CH:29][CH:28]=3)[N:24]=[C:23]([NH2:37])[N:22]=2)[CH2:17][CH2:16]1, predict the reaction product. (5) The product is: [O:17]=[C:15]([C:18]1[CH:23]=[CH:22][CH:21]=[CH:20][CH:19]=1)[CH:16]=[CH:11][C:10]1[CH:13]=[CH:14][C:7]([C:4]([OH:6])=[O:5])=[CH:8][CH:9]=1. Given the reactants C[O-].[Na+].[C:4]([C:7]1[CH:14]=[CH:13][C:10]([CH:11]=O)=[CH:9][CH:8]=1)([OH:6])=[O:5].[C:15]([C:18]1[CH:23]=[CH:22][CH:21]=[CH:20][CH:19]=1)(=[O:17])[CH3:16], predict the reaction product. (6) Given the reactants Cl[C:2]1[C:3](=[O:21])[N:4]([CH2:17][CH:18]([CH3:20])[CH3:19])[C:5]([C:9]2[C:14]([F:15])=[CH:13][CH:12]=[CH:11][C:10]=2[F:16])=[C:6]([Cl:8])[N:7]=1.[H-].[Na+].[CH:24]([NH2:26])=[O:25], predict the reaction product. The product is: [Cl:8][C:6]1[N:7]=[C:2]([NH:26][CH:24]=[O:25])[C:3](=[O:21])[N:4]([CH2:17][CH:18]([CH3:20])[CH3:19])[C:5]=1[C:9]1[C:14]([F:15])=[CH:13][CH:12]=[CH:11][C:10]=1[F:16]. (7) Given the reactants [OH:1][C:2]1[CH:10]=[CH:9][CH:8]=[C:7]2[C:3]=1[CH2:4][CH2:5][C:6]2=[O:11].S(O[CH2:23][C@@H:24]1[O:29][CH2:28][CH2:27][N:26]([C:30]([O:32][C:33]([CH3:36])([CH3:35])[CH3:34])=[O:31])[CH2:25]1)(C1C=CC(C)=CC=1)(=O)=O.C(=O)([O-])[O-].[K+].[K+].O, predict the reaction product. The product is: [O:11]=[C:6]1[C:7]2[C:3](=[C:2]([O:1][CH2:23][C@@H:24]3[O:29][CH2:28][CH2:27][N:26]([C:30]([O:32][C:33]([CH3:34])([CH3:36])[CH3:35])=[O:31])[CH2:25]3)[CH:10]=[CH:9][CH:8]=2)[CH2:4][CH2:5]1. (8) Given the reactants [CH3:1][C:2]([C:5]1[CH:6]=[CH:7][C:8]([S:11]([NH:14][C:15]2[C:16]([O:31][C:32]3[CH:33]=[CH:34][CH:35]=[CH:36][C:37]=3[O:38][CH3:39])=[C:17]([O:27][CH2:28][CH2:29][OH:30])[N:18]=[C:19]([C:21]3[N:22]=[CH:23][CH:24]=[CH:25][N:26]=3)[N:20]=2)(=[O:13])=[O:12])=[CH:9][CH:10]=1)([CH3:4])[CH3:3].[K].Cl, predict the reaction product. The product is: [CH3:4][C:2]([C:5]1[CH:6]=[CH:7][C:8]([S:11]([NH:14][C:15]2[N:20]=[C:19]([C:21]3[N:22]=[CH:23][CH:24]=[CH:25][N:26]=3)[N:18]=[C:17]([O:27][CH2:28][CH2:29][OH:30])[C:16]=2[O:31][C:32]2[C:37]([O:38][CH3:39])=[CH:36][CH:35]=[CH:34][CH:33]=2)(=[O:12])=[O:13])=[CH:9][CH:10]=1)([CH3:1])[CH3:3].[OH2:12]. (9) Given the reactants [CH2:1]([C:5]1[C:10]([CH2:11][NH2:12])=[C:9]([C:13]2[CH:18]=[CH:17][C:16]([CH3:19])=[CH:15][CH:14]=2)[C:8]([S:20]([C:23]2[CH:28]=[CH:27][C:26]([CH3:29])=[CH:25][CH:24]=2)(=[O:22])=[O:21])=[C:7]([CH3:30])[N:6]=1)[CH:2]([CH3:4])[CH3:3].O.[C:32]1([CH3:42])[CH:37]=[CH:36][C:35]([S:38]([OH:41])(=[O:40])=[O:39])=[CH:34][CH:33]=1, predict the reaction product. The product is: [C:32]1([CH3:42])[CH:33]=[CH:34][C:35]([S:38]([OH:41])(=[O:39])=[O:40])=[CH:36][CH:37]=1.[CH2:1]([C:5]1[C:10]([CH2:11][NH2:12])=[C:9]([C:13]2[CH:18]=[CH:17][C:16]([CH3:19])=[CH:15][CH:14]=2)[C:8]([S:20]([C:23]2[CH:28]=[CH:27][C:26]([CH3:29])=[CH:25][CH:24]=2)(=[O:21])=[O:22])=[C:7]([CH3:30])[N:6]=1)[CH:2]([CH3:4])[CH3:3].